From a dataset of NCI-60 drug combinations with 297,098 pairs across 59 cell lines. Regression. Given two drug SMILES strings and cell line genomic features, predict the synergy score measuring deviation from expected non-interaction effect. Drug 1: C1=NNC2=C1C(=O)NC=N2. Drug 2: N.N.Cl[Pt+2]Cl. Cell line: DU-145. Synergy scores: CSS=38.9, Synergy_ZIP=1.96, Synergy_Bliss=-1.23, Synergy_Loewe=-2.13, Synergy_HSA=-0.521.